The task is: Predict which catalyst facilitates the given reaction.. This data is from Catalyst prediction with 721,799 reactions and 888 catalyst types from USPTO. (1) Reactant: [NH2:1][C@H:2]1[CH2:6][C@@:5]([C:17]2([OH:21])[CH2:20][CH2:19][CH2:18]2)([C:7]([O:9][CH2:10][C:11]2[CH:16]=[CH:15][CH:14]=[CH:13][CH:12]=2)=[O:8])[CH:4]=[CH:3]1.[CH3:22][O:23][C@H:24]1[C:29](=O)[CH2:28][CH2:27][O:26][CH2:25]1.C(O[BH-](OC(=O)C)OC(=O)C)(=O)C.[Na+].C([O-])(O)=O.[Na+].[OH-].[Na+]. Product: [CH2:10]([O:9][C:7]([C@:5]1([C:17]2([OH:21])[CH2:18][CH2:19][CH2:20]2)[CH2:6][C@H:2]([NH:1][C@@H:29]2[C@H:24]([O:23][CH3:22])[CH2:25][O:26][CH2:27][CH2:28]2)[CH:3]=[CH:4]1)=[O:8])[C:11]1[CH:12]=[CH:13][CH:14]=[CH:15][CH:16]=1. The catalyst class is: 4. (2) Reactant: Cl[C:2]1[N:7]=[CH:6][N:5]=[C:4]([NH2:8])[C:3]=1[CH2:9][CH3:10].[F:11][C:12]1[CH:17]=[CH:16][C:15]([C:18]2[N:19]=[C:20]([CH:30]3[CH2:35][CH2:34][NH:33][CH2:32][CH2:31]3)[N:21]([CH2:23][CH2:24][N:25]3[CH2:28][CH:27]([F:29])[CH2:26]3)[CH:22]=2)=[CH:14][C:13]=1[C:36]([F:39])([F:38])[F:37].CCN(C(C)C)C(C)C. Product: [CH2:9]([C:3]1[C:4]([NH2:8])=[N:5][CH:6]=[N:7][C:2]=1[N:33]1[CH2:32][CH2:31][CH:30]([C:20]2[N:21]([CH2:23][CH2:24][N:25]3[CH2:28][CH:27]([F:29])[CH2:26]3)[CH:22]=[C:18]([C:15]3[CH:16]=[CH:17][C:12]([F:11])=[C:13]([C:36]([F:39])([F:37])[F:38])[CH:14]=3)[N:19]=2)[CH2:35][CH2:34]1)[CH3:10]. The catalyst class is: 16. (3) Reactant: C(O[C:5](=[O:7])[CH3:6])(=O)C.[C:8]1([S:14]([N:17]2[C:25]3[C:20](=[CH:21][CH:22]=[CH:23][CH:24]=3)[CH2:19][CH2:18]2)(=[O:16])=[O:15])[CH:13]=[CH:12][CH:11]=[CH:10][CH:9]=1. Product: [C:8]1([S:14]([N:17]2[C:25]3[C:20](=[CH:21][C:22]([C:5](=[O:7])[CH3:6])=[CH:23][CH:24]=3)[CH2:19][CH2:18]2)(=[O:16])=[O:15])[CH:9]=[CH:10][CH:11]=[CH:12][CH:13]=1. The catalyst class is: 2. (4) Product: [Si:23]([O:40][C@H:41]1[C:50]2[C:45](=[CH:46][C:47]([F:51])=[CH:48][CH:49]=2)[C@H:44]([NH:52][C:14]2[C:13]([N+:19]([O-:21])=[O:20])=[CH:12][N:11]=[C:10]([N:7]3[C:6]4[CH:22]=[C:2]([F:1])[CH:3]=[CH:4][C:5]=4[N:9]=[CH:8]3)[N:15]=2)[CH2:43][CH2:42]1)([C:36]([CH3:39])([CH3:37])[CH3:38])([C:30]1[CH:31]=[CH:32][CH:33]=[CH:34][CH:35]=1)[C:24]1[CH:25]=[CH:26][CH:27]=[CH:28][CH:29]=1. The catalyst class is: 1. Reactant: [F:1][C:2]1[CH:3]=[CH:4][C:5]2[N:9]=[CH:8][N:7]([C:10]3[N:15]=[C:14](SC#N)[C:13]([N+:19]([O-:21])=[O:20])=[CH:12][N:11]=3)[C:6]=2[CH:22]=1.[Si:23]([O:40][C@H:41]1[C:50]2[C:45](=[CH:46][C:47]([F:51])=[CH:48][CH:49]=2)[C@H:44]([NH2:52])[CH2:43][CH2:42]1)([C:36]([CH3:39])([CH3:38])[CH3:37])([C:30]1[CH:35]=[CH:34][CH:33]=[CH:32][CH:31]=1)[C:24]1[CH:29]=[CH:28][CH:27]=[CH:26][CH:25]=1.CCN(C(C)C)C(C)C.CS(C)=O. (5) Reactant: [OH:1][CH2:2][CH2:3][C@@H:4]1[NH:18][C:17](=[O:19])[N:16]([CH3:20])[CH2:15][CH2:14][CH2:13][CH2:12][CH:11]=[CH:10][C@H:9]2[C@@:7]([C:21]([O:23]CC)=[O:22])([CH2:8]2)[NH:6][C:5]1=[O:26].[Li+].[OH-].Cl. Product: [OH:1][CH2:2][CH2:3][C@@H:4]1[NH:18][C:17](=[O:19])[N:16]([CH3:20])[CH2:15][CH2:14][CH2:13][CH2:12][CH:11]=[CH:10][C@H:9]2[C@@:7]([C:21]([OH:23])=[O:22])([CH2:8]2)[NH:6][C:5]1=[O:26]. The catalyst class is: 90. (6) Reactant: [H-].[Na+].[N+:3]([C:6]1[N:7]=[C:8]2[N:13]([CH:14]=1)[CH2:12][C@H:11]([OH:15])[CH2:10][O:9]2)([O-:5])=[O:4].[Br:16][C:17]1[S:18][C:19]([CH2:22]Br)=[CH:20][CH:21]=1. Product: [Br:16][C:17]1[S:18][C:19]([CH2:22][O:15][C@@H:11]2[CH2:10][O:9][C:8]3=[N:7][C:6]([N+:3]([O-:5])=[O:4])=[CH:14][N:13]3[CH2:12]2)=[CH:20][CH:21]=1. The catalyst class is: 3. (7) Reactant: Cl[C:2]1[N:6]([C@@H]2O[C@H](CO)[C@@H](O)[C@H]2O)[C:5]2[CH:16]=[CH:17][CH:18]=[CH:19][C:4]=2[N:3]=1.Cl[Si](C(C)C)(C(C)C)O[Si](Cl)(C(C)C)C(C)C.CO. Product: [NH:3]1[C:4]2[CH:19]=[CH:18][CH:17]=[CH:16][C:5]=2[N:6]=[CH:2]1. The catalyst class is: 17. (8) Reactant: [H-].[Na+].[CH2:3]1[CH2:7][O:6][CH2:5][CH2:4]1.[CH2:8]([N:15]1[CH2:21][CH:20]2[C:22](=O)[CH:17]([CH2:18][CH2:19]2)[CH2:16]1)[C:9]1[CH:14]=[CH:13][CH:12]=[CH:11][CH:10]=1.CN(C=[O:28])C. Product: [CH2:8]([N:15]1[CH2:21][CH:20]2[C:22](=[CH:4][C:5]([O:6][CH2:7][CH3:3])=[O:28])[CH:17]([CH2:18][CH2:19]2)[CH2:16]1)[C:9]1[CH:10]=[CH:11][CH:12]=[CH:13][CH:14]=1. The catalyst class is: 161. (9) Reactant: O.[NH2:2][C:3]1[CH:8]=[C:7]([OH:9])[N:6]=[C:5]([SH:10])[N:4]=1.[OH-].[K+].O.[F:14][C:15]1[C:22]([F:23])=[CH:21][CH:20]=[CH:19][C:16]=1[CH2:17]Br. The catalyst class is: 3. Product: [NH2:2][C:3]1[N:4]=[C:5]([S:10][CH2:17][C:16]2[CH:19]=[CH:20][CH:21]=[C:22]([F:23])[C:15]=2[F:14])[N:6]=[C:7]([OH:9])[CH:8]=1. (10) Reactant: [ClH:1].[CH3:2][S:3][C:4]1[CH:9]=[CH:8][CH:7]=[CH:6][C:5]=1[NH:10]N.Cl.O.[NH:14]1[CH2:19][CH2:18][C:17](=O)[CH2:16][CH2:15]1.Cl. Product: [ClH:1].[CH3:2][S:3][C:4]1[C:5]2[NH:10][C:17]3[CH2:18][CH2:19][NH:14][CH2:15][C:16]=3[C:6]=2[CH:7]=[CH:8][CH:9]=1. The catalyst class is: 8.